Dataset: Full USPTO retrosynthesis dataset with 1.9M reactions from patents (1976-2016). Task: Predict the reactants needed to synthesize the given product. (1) Given the product [Br:1][C:2]1[C:3]([CH3:14])=[N:4][N:5]([C:8]2[CH:13]=[CH:12][CH:11]=[CH:10][CH:9]=2)[C:6]=1[NH:7][C:29]([NH:55][C@H:47]1[C@H:46]([C:41]2[CH:42]=[CH:43][C:44]([F:45])=[C:39]([F:38])[CH:40]=2)[CH2:50][N:49]([CH2:51][CH2:52][O:53][CH3:54])[CH2:48]1)=[S:30], predict the reactants needed to synthesize it. The reactants are: [Br:1][C:2]1[C:3]([CH3:14])=[N:4][N:5]([C:8]2[CH:13]=[CH:12][CH:11]=[CH:10][CH:9]=2)[C:6]=1[NH2:7].CCN(C(C)C)C(C)C.N1([C:29](N2C=CN=C2)=[S:30])C=CN=C1.Cl.Cl.[F:38][C:39]1[CH:40]=[C:41]([C@@H:46]2[CH2:50][N:49]([CH2:51][CH2:52][O:53][CH3:54])[CH2:48][C@H:47]2[NH2:55])[CH:42]=[CH:43][C:44]=1[F:45]. (2) The reactants are: [O:1]1[CH2:6][CH2:5][CH2:4][CH2:3][CH:2]1[N:7]1[CH:15]=[N:14][C:13]2[C:8]1=[N:9][CH:10]=[N:11][C:12]=2[O:16][C:17]1[CH:22]=[CH:21][C:20]([NH2:23])=[CH:19][CH:18]=1.[F:24][C:25]1[CH:30]=[CH:29][C:28]([NH:31][C:32]([C:34]2([C:37](O)=[O:38])[CH2:36][CH2:35]2)=[O:33])=[CH:27][CH:26]=1.CN(C(ON1N=NC2C=CC=NC1=2)=[N+](C)C)C.F[P-](F)(F)(F)(F)F.O. Given the product [F:24][C:25]1[CH:26]=[CH:27][C:28]([NH:31][C:32]([C:34]2([C:37]([NH:23][C:20]3[CH:21]=[CH:22][C:17]([O:16][C:12]4[N:11]=[CH:10][N:9]=[C:8]5[C:13]=4[N:14]=[CH:15][N:7]5[CH:2]4[CH2:3][CH2:4][CH2:5][CH2:6][O:1]4)=[CH:18][CH:19]=3)=[O:38])[CH2:36][CH2:35]2)=[O:33])=[CH:29][CH:30]=1, predict the reactants needed to synthesize it. (3) Given the product [O:20]1[CH2:21][CH2:22][CH:17]([O:16][C:11]2[CH:10]=[CH:9][C:8]([C:4]3[N:3]=[C:2]([NH:28][C:27]4[CH:29]=[C:30]([O:34][CH3:35])[C:31]([O:32][CH3:33])=[C:25]([O:24][CH3:23])[CH:26]=4)[N:7]=[CH:6][N:5]=3)=[CH:15][C:12]=2[C:13]#[N:14])[CH2:18][CH2:19]1, predict the reactants needed to synthesize it. The reactants are: Cl[C:2]1[N:7]=[CH:6][N:5]=[C:4]([C:8]2[CH:9]=[CH:10][C:11]([O:16][CH:17]3[CH2:22][CH2:21][O:20][CH2:19][CH2:18]3)=[C:12]([CH:15]=2)[C:13]#[N:14])[N:3]=1.[CH3:23][O:24][C:25]1[CH:26]=[C:27]([CH:29]=[C:30]([O:34][CH3:35])[C:31]=1[O:32][CH3:33])[NH2:28].C(N(CC)C(C)C)(C)C. (4) Given the product [CH3:1][O:2][C:3]1[CH:8]=[C:7]([N+:9]([O-:11])=[O:10])[CH:6]=[CH:5][C:4]=1[NH:12][C:20](=[O:21])[CH2:19][N:14]1[CH2:18][CH2:17][CH2:16][CH2:15]1, predict the reactants needed to synthesize it. The reactants are: [CH3:1][O:2][C:3]1[CH:8]=[C:7]([N+:9]([O-:11])=[O:10])[CH:6]=[CH:5][C:4]=1[NH2:12].Cl.[N:14]1([CH2:19][C:20](O)=[O:21])[CH2:18][CH2:17][CH2:16][CH2:15]1.C(N(CC)C(C)C)(C)C.F[P-](F)(F)(F)(F)F.N1(OC(N(C)C)=[N+](C)C)C2N=CC=CC=2N=N1.